From a dataset of Full USPTO retrosynthesis dataset with 1.9M reactions from patents (1976-2016). Predict the reactants needed to synthesize the given product. Given the product [Cl:8][C:6]1[CH:5]=[CH:4][C:3]([N:9]2[CH2:14][CH2:13][O:12][C:11]3[CH:15]=[C:16]([S:19](=[O:21])(=[O:20])[N:22]([CH2:28][C:29]4[CH:34]=[CH:33][C:32]([O:35][CH3:36])=[CH:31][CH:30]=4)[C:23]4[S:24][CH:25]=[CH:26][N:27]=4)[CH:17]=[CH:18][C:10]2=3)=[C:2]([C:46]2[CH2:51][CH2:50][N:49]([C:52]([O:54][C:55]([CH3:58])([CH3:57])[CH3:56])=[O:53])[CH2:48][CH:47]=2)[CH:7]=1, predict the reactants needed to synthesize it. The reactants are: Br[C:2]1[CH:7]=[C:6]([Cl:8])[CH:5]=[CH:4][C:3]=1[N:9]1[CH2:14][CH2:13][O:12][C:11]2[CH:15]=[C:16]([S:19]([N:22]([CH2:28][C:29]3[CH:34]=[CH:33][C:32]([O:35][CH3:36])=[CH:31][CH:30]=3)[C:23]3[S:24][CH:25]=[CH:26][N:27]=3)(=[O:21])=[O:20])[CH:17]=[CH:18][C:10]1=2.B1([C:46]2[CH2:51][CH2:50][N:49]([C:52]([O:54][C:55]([CH3:58])([CH3:57])[CH3:56])=[O:53])[CH2:48][CH:47]=2)OC(C)(C)C(C)(C)O1.C([O-])([O-])=O.[K+].[K+].